From a dataset of Experimentally validated miRNA-target interactions with 360,000+ pairs, plus equal number of negative samples. Binary Classification. Given a miRNA mature sequence and a target amino acid sequence, predict their likelihood of interaction. (1) The miRNA is mmu-miR-297a-5p with sequence AUGUAUGUGUGCAUGUGCAUGU. The protein sequence of the target gene is MSRRKQAKPRSLKDPNCKLEDKIEDGEAVDCKKRPEDGEELEEDAVHSCDSCLQVFESLSDITEHKIHQCQLTDGVDVEDDPSCSWPASSPSSKDQTSPSHGEGCDFGEEEGGPGLPYPCQFCDKSFSRLSYLKHHEQSHSDKLPFKCTYCSRLFKHKRSRDRHIKLHTGDKKYHCSECDAAFSRSDHLKIHLKTHTSNKPYKCAVCRRGFLSSSSLHGHMQVHERNKDGSQSGSRMEDWKMKDTQKCSQCEEGFDFPEDLQKHIAECHPECSPNEDRAALQCMYCHELFVEETSLMNHI.... Result: 1 (interaction). (2) The miRNA is mmu-miR-713 with sequence UGCACUGAAGGCACACAGC. The protein sequence of the target gene is MEAVAKFDFTASGEDELSFHTGDVLKILSNQEEWFKAELGSQEGYVPKNFIDIQFPKWFHEGLSRHQAENLLMGKEVGFFIIRASQSSPGDFSISVRHEDDVQHFKVMRDNKGNYFLWTEKFPSLNKLVDYYRTNSISRQKQIFLRDRTREDQGHRGNSLDRRSQGGPHLSGAVGEEIRPSMNRKLSDHPPTLPLQQHQHQPQPPQYAPAPQQLQQPPQQRYLQHHHFHQERRGGSLDINDGHCGTGLGSEMNAALMHRRHTDPVQLQAAGRVRWARALYDFEALEDDELGFHSGEVVEV.... Result: 0 (no interaction).